Predict the product of the given reaction. From a dataset of Forward reaction prediction with 1.9M reactions from USPTO patents (1976-2016). (1) Given the reactants C[O:2][C:3]([C:5]1[CH:10]=[CH:9][CH:8]=[CH:7][C:6]=1[NH:11]/[C:12](=[C:19]1\[C:20](=[O:28])[NH:21][C:22]2[C:27]\1=[CH:26][CH:25]=[CH:24][CH:23]=2)/[C:13]1[CH:18]=[CH:17][CH:16]=[CH:15][CH:14]=1)=[O:4].O1CCOCC1.[OH-].[Na+].Cl, predict the reaction product. The product is: [C:3]([C:5]1[CH:10]=[CH:9][CH:8]=[CH:7][C:6]=1[NH:11]/[C:12](=[C:19]1\[C:20](=[O:28])[NH:21][C:22]2[C:27]\1=[CH:26][CH:25]=[CH:24][CH:23]=2)/[C:13]1[CH:18]=[CH:17][CH:16]=[CH:15][CH:14]=1)([OH:4])=[O:2]. (2) Given the reactants C(OC(=O)[NH:7][CH2:8][C@@H:9]([CH3:33])[CH2:10][N:11]1[C:20]2[CH:19]=[CH:18][C:17]([F:21])=[CH:16][C:15]=2[C:14]2=[N:22][N:23](C3CCCCO3)[C:24]([CH3:25])=[C:13]2[C:12]1=[O:32])(C)(C)C.C(Cl)[Cl:36].Cl.O1CCOCC1, predict the reaction product. The product is: [ClH:36].[NH2:7][CH2:8][C@@H:9]([CH3:33])[CH2:10][N:11]1[C:20]2[CH:19]=[CH:18][C:17]([F:21])=[CH:16][C:15]=2[C:14]2=[N:22][NH:23][C:24]([CH3:25])=[C:13]2[C:12]1=[O:32]. (3) Given the reactants C(OC(=O)[CH2:5][N:6]1[C:10]([CH:11]=[O:12])=[N:9][C:8]([C:13]2[CH:18]=[CH:17][CH:16]=[CH:15][CH:14]=2)=[N:7]1)C.C(OC(=O)CNN)C.C1(C2OCC(=O)N=2)C=CC=CC=1, predict the reaction product. The product is: [CH3:5][N:6]1[C:10]([CH:11]=[O:12])=[N:9][C:8]([C:13]2[CH:18]=[CH:17][CH:16]=[CH:15][CH:14]=2)=[N:7]1. (4) Given the reactants C1(C(C2C=CC=CC=2)[N:8]2[C:16]3[C:11](=[C:12]([O:19][CH3:20])[CH:13]=[C:14]([O:17][CH3:18])[CH:15]=3)[C:10]3([C:32]4[C:23](=[CH:24][C:25]5[O:30][CH2:29][CH2:28][O:27][C:26]=5[CH:31]=4)[O:22][CH2:21]3)[C:9]2=[O:33])C=CC=CC=1.C1(C(C2C=CC=CC=2)N2C3C(=CC=CC=3)C3(C4C=C(C)C(OC)=CC=4OC3)C2=O)C=CC=CC=1, predict the reaction product. The product is: [CH3:20][O:19][C:12]1[CH:13]=[C:14]([O:17][CH3:18])[CH:15]=[C:16]2[C:11]=1[C:10]1([C:32]3[C:23](=[CH:24][C:25]4[O:30][CH2:29][CH2:28][O:27][C:26]=4[CH:31]=3)[O:22][CH2:21]1)[C:9](=[O:33])[NH:8]2. (5) Given the reactants CCOCC.Cl[C:7]1[N:12]=[C:11]([Cl:13])[C:10]([C:14]([F:17])([F:16])[F:15])=[CH:9][N:8]=1.[NH2:18][C:19]1[CH:20]=[CH:21][C:22]([O:25][CH3:26])=[N:23][CH:24]=1.CCN(CC)CC, predict the reaction product. The product is: [Cl:13][C:11]1[C:10]([C:14]([F:17])([F:16])[F:15])=[CH:9][N:8]=[C:7]([NH:18][C:19]2[CH:24]=[N:23][C:22]([O:25][CH3:26])=[CH:21][CH:20]=2)[N:12]=1.